The task is: Regression. Given two drug SMILES strings and cell line genomic features, predict the synergy score measuring deviation from expected non-interaction effect.. This data is from NCI-60 drug combinations with 297,098 pairs across 59 cell lines. (1) Drug 1: CC(C1=C(C=CC(=C1Cl)F)Cl)OC2=C(N=CC(=C2)C3=CN(N=C3)C4CCNCC4)N. Drug 2: C1=C(C(=O)NC(=O)N1)N(CCCl)CCCl. Cell line: SK-MEL-28. Synergy scores: CSS=6.59, Synergy_ZIP=-2.00, Synergy_Bliss=0.0567, Synergy_Loewe=-4.20, Synergy_HSA=-3.73. (2) Drug 1: C1C(C(OC1N2C=NC3=C(N=C(N=C32)Cl)N)CO)O. Drug 2: C1=NC2=C(N1)C(=S)N=CN2. Cell line: NCI/ADR-RES. Synergy scores: CSS=62.6, Synergy_ZIP=-7.79, Synergy_Bliss=-7.52, Synergy_Loewe=-7.24, Synergy_HSA=-2.14. (3) Drug 1: C1=CC(=C2C(=C1NCCNCCO)C(=O)C3=C(C=CC(=C3C2=O)O)O)NCCNCCO. Drug 2: CC1CCC2CC(C(=CC=CC=CC(CC(C(=O)C(C(C(=CC(C(=O)CC(OC(=O)C3CCCCN3C(=O)C(=O)C1(O2)O)C(C)CC4CCC(C(C4)OC)O)C)C)O)OC)C)C)C)OC. Cell line: HCT116. Synergy scores: CSS=55.3, Synergy_ZIP=-2.07, Synergy_Bliss=-1.33, Synergy_Loewe=2.65, Synergy_HSA=5.32. (4) Drug 1: C1=CC=C(C=C1)NC(=O)CCCCCCC(=O)NO. Drug 2: COC1=C2C(=CC3=C1OC=C3)C=CC(=O)O2. Cell line: A549. Synergy scores: CSS=3.08, Synergy_ZIP=-1.55, Synergy_Bliss=-0.257, Synergy_Loewe=-6.73, Synergy_HSA=-3.87. (5) Cell line: SN12C. Drug 2: CC12CCC3C(C1CCC2O)C(CC4=C3C=CC(=C4)O)CCCCCCCCCS(=O)CCCC(C(F)(F)F)(F)F. Synergy scores: CSS=3.72, Synergy_ZIP=0.651, Synergy_Bliss=6.07, Synergy_Loewe=0.711, Synergy_HSA=1.03. Drug 1: CN1C2=C(C=C(C=C2)N(CCCl)CCCl)N=C1CCCC(=O)O.Cl. (6) Drug 1: CC(C1=C(C=CC(=C1Cl)F)Cl)OC2=C(N=CC(=C2)C3=CN(N=C3)C4CCNCC4)N. Drug 2: CN1CCC(CC1)COC2=C(C=C3C(=C2)N=CN=C3NC4=C(C=C(C=C4)Br)F)OC. Cell line: 786-0. Synergy scores: CSS=7.66, Synergy_ZIP=-1.59, Synergy_Bliss=4.49, Synergy_Loewe=1.65, Synergy_HSA=4.49. (7) Drug 1: CS(=O)(=O)CCNCC1=CC=C(O1)C2=CC3=C(C=C2)N=CN=C3NC4=CC(=C(C=C4)OCC5=CC(=CC=C5)F)Cl. Drug 2: CC1C(C(CC(O1)OC2CC(OC(C2O)C)OC3=CC4=CC5=C(C(=O)C(C(C5)C(C(=O)C(C(C)O)O)OC)OC6CC(C(C(O6)C)O)OC7CC(C(C(O7)C)O)OC8CC(C(C(O8)C)O)(C)O)C(=C4C(=C3C)O)O)O)O. Cell line: OVCAR-5. Synergy scores: CSS=9.13, Synergy_ZIP=0.309, Synergy_Bliss=-0.184, Synergy_Loewe=-20.3, Synergy_HSA=-2.36. (8) Drug 1: C1=CC(=C2C(=C1NCCNCCO)C(=O)C3=C(C=CC(=C3C2=O)O)O)NCCNCCO. Drug 2: CCC1(CC2CC(C3=C(CCN(C2)C1)C4=CC=CC=C4N3)(C5=C(C=C6C(=C5)C78CCN9C7C(C=CC9)(C(C(C8N6C=O)(C(=O)OC)O)OC(=O)C)CC)OC)C(=O)OC)O.OS(=O)(=O)O. Cell line: HS 578T. Synergy scores: CSS=49.2, Synergy_ZIP=-1.48, Synergy_Bliss=-1.76, Synergy_Loewe=-3.99, Synergy_HSA=0.247.